The task is: Predict the reactants needed to synthesize the given product.. This data is from Full USPTO retrosynthesis dataset with 1.9M reactions from patents (1976-2016). (1) The reactants are: [OH:1][C:2]1[CH:11]=[C:10]2[C:5]([CH:6]=[CH:7][N:8]=[CH:9]2)=[CH:4][CH:3]=1.Br[CH:13]([CH2:23][O:24][CH3:25])[C:14]([NH:16][C:17]([CH3:22])([CH3:21])[C:18]#[C:19][CH3:20])=[O:15]. Given the product [CH:9]1[C:10]2[C:5](=[CH:4][CH:3]=[C:2]([O:1][CH:13]([CH2:23][O:24][CH3:25])[C:14]([NH:16][C:17]([CH3:22])([C:18]#[C:19][CH3:20])[CH3:21])=[O:15])[CH:11]=2)[CH:6]=[CH:7][N:8]=1, predict the reactants needed to synthesize it. (2) Given the product [NH2:24][C:22]1[N:21]=[CH:20][N:19]=[C:18]2[N:17]([CH2:26][CH:27]3[CH2:30][CH2:29][N:28]3[C:31]([O:33][C:34]([CH3:35])([CH3:37])[CH3:36])=[O:32])[N:16]=[C:15]([C:3]3[CH:4]=[CH:5][C:6]([O:8][C:9]4[CH:10]=[CH:11][CH:12]=[CH:13][CH:14]=4)=[CH:7][C:2]=3[F:1])[C:23]=12, predict the reactants needed to synthesize it. The reactants are: [F:1][C:2]1[CH:7]=[C:6]([O:8][C:9]2[CH:14]=[CH:13][CH:12]=[CH:11][CH:10]=2)[CH:5]=[CH:4][C:3]=1[C:15]1[C:23]2[C:18](=[N:19][CH:20]=[N:21][C:22]=2[NH2:24])[NH:17][N:16]=1.O[CH2:26][CH:27]1[CH2:30][CH2:29][N:28]1[C:31]([O:33][C:34]([CH3:37])([CH3:36])[CH3:35])=[O:32].C1C=CC(P(C2C=CC=CC=2)C2C=CC=CC=2)=CC=1.CC(OC(/N=N/C(OC(C)C)=O)=O)C. (3) Given the product [Br:1][C:2]1[CH:7]=[C:6]([O:8][CH2:10][CH:11]2[CH2:13][CH2:12]2)[CH:5]=[CH:4][N:3]=1, predict the reactants needed to synthesize it. The reactants are: [Br:1][C:2]1[CH:7]=[C:6]([OH:8])[CH:5]=[CH:4][N:3]=1.Br[CH2:10][CH:11]1[CH2:13][CH2:12]1.C(=O)([O-])[O-].[Cs+].[Cs+]. (4) The reactants are: I[C:2]1[CH:8]=[CH:7][C:5]([NH2:6])=[CH:4][CH:3]=1.[Cl:9][C:10]1[CH:15]=[CH:14][C:13]([C:16]2[CH:17]=[CH:18][C:19]([C:22]#[CH:23])=[N:20][CH:21]=2)=[CH:12][CH:11]=1. Given the product [Cl:9][C:10]1[CH:11]=[CH:12][C:13]([C:16]2[CH:17]=[CH:18][C:19]([C:22]#[C:23][C:2]3[CH:8]=[CH:7][C:5]([NH2:6])=[CH:4][CH:3]=3)=[N:20][CH:21]=2)=[CH:14][CH:15]=1, predict the reactants needed to synthesize it. (5) Given the product [CH:34]1([N:37]2[C:46]3[C:41](=[CH:42][C:43]([F:49])=[C:44]([C:5]4[S:1][C:2]5[CH2:8][CH2:7][CH:6]([NH:9][C:10]([C:23]6[CH:24]=[CH:25][CH:26]=[CH:27][CH:28]=6)([C:11]6[CH:16]=[CH:15][CH:14]=[CH:13][CH:12]=6)[C:17]6[CH:18]=[CH:19][CH:20]=[CH:21][CH:22]=6)[C:3]=5[CH:4]=4)[C:45]=3[CH3:47])[C:40](=[O:50])[NH:39][C:38]2=[O:51])[CH2:35][CH2:36]1, predict the reactants needed to synthesize it. The reactants are: [S:1]1[CH:5]=[CH:4][C:3]2[CH:6]([NH:9][C:10]([C:23]3[CH:28]=[CH:27][CH:26]=[CH:25][CH:24]=3)([C:17]3[CH:22]=[CH:21][CH:20]=[CH:19][CH:18]=3)[C:11]3[CH:16]=[CH:15][CH:14]=[CH:13][CH:12]=3)[CH2:7][CH2:8][C:2]1=2.C([Li])CCC.[CH:34]1([N:37]2[C:46]3[C:41](=[CH:42][C:43]([F:49])=[C:44](I)[C:45]=3[CH3:47])[C:40](=[O:50])[NH:39][C:38]2=[O:51])[CH2:36][CH2:35]1.C1([As](C2C=CC=CC=2)C2C=CC=CC=2)C=CC=CC=1.[F-].[K+]. (6) Given the product [CH2:1]([O:8][C:9]([NH:11][N:12]([C@@H:13]([C:17]([CH3:20])([CH3:19])[CH3:18])[CH2:14][CH:15]=[CH2:16])[C:31](=[O:32])[C:30]1[CH:34]=[C:35]([CH3:37])[CH:36]=[C:28]([CH3:27])[CH:29]=1)=[O:10])[C:2]1[CH:7]=[CH:6][CH:5]=[CH:4][CH:3]=1, predict the reactants needed to synthesize it. The reactants are: [CH2:1]([O:8][C:9]([NH:11][NH:12][C@@H:13]([C:17]([CH3:20])([CH3:19])[CH3:18])[CH2:14][CH:15]=[CH2:16])=[O:10])[C:2]1[CH:7]=[CH:6][CH:5]=[CH:4][CH:3]=1.C([O-])([O-])=O.[K+].[K+].[CH3:27][C:28]1[CH:29]=[C:30]([CH:34]=[C:35]([CH3:37])[CH:36]=1)[C:31](Cl)=[O:32]. (7) Given the product [NH2:1][CH:2]1[CH2:3][N:4]([C:6]2[CH:11]=[CH:10][N:9]=[C:8]([CH2:38][CH2:37][CH2:36][CH2:35][NH2:34])[N:7]=2)[CH2:5]1, predict the reactants needed to synthesize it. The reactants are: [NH2:1][CH:2]1[CH2:5][N:4]([C:6]2[CH:11]=[CH:10][N:9]=[C:8](NCCCC)[N:7]=2)[CH2:3]1.C(OC(=O)NC1CN(C2C=CN=C([NH:34][CH2:35][CH2:36][CH2:37][CH3:38])N=2)C1)(C)(C)C.Cl.CO. (8) Given the product [ClH:43].[NH2:29][C@H:25]1[CH2:26][CH2:27][CH2:28][N:23]([C:20]2[N:21]=[CH:22][C:17]([NH:16][C:15]3[C:14]4[C:9](=[CH:10][CH:11]=[C:12]([C:37]5[CH:38]=[C:39]([Cl:45])[C:40]([OH:44])=[C:41]([Cl:43])[CH:42]=5)[CH:13]=4)[N:8]=[CH:7][C:6]=3[C:4]([CH:1]3[CH2:3][CH2:2]3)=[O:5])=[CH:18][CH:19]=2)[CH2:24]1, predict the reactants needed to synthesize it. The reactants are: [CH:1]1([C:4]([C:6]2[CH:7]=[N:8][C:9]3[C:14]([C:15]=2[NH:16][C:17]2[CH:18]=[CH:19][C:20]([N:23]4[CH2:28][CH2:27][CH2:26][C@H:25]([NH:29]C(=O)OC(C)(C)C)[CH2:24]4)=[N:21][CH:22]=2)=[CH:13][C:12]([C:37]2[CH:42]=[C:41]([Cl:43])[C:40]([OH:44])=[C:39]([Cl:45])[CH:38]=2)=[CH:11][CH:10]=3)=[O:5])[CH2:3][CH2:2]1.Cl.